Predict which catalyst facilitates the given reaction. From a dataset of Catalyst prediction with 721,799 reactions and 888 catalyst types from USPTO. (1) Reactant: [N:1]([CH:4]1[CH:9]([OH:10])[CH2:8][CH2:7][CH:6]([C:11]([O:13][CH2:14][CH3:15])=[O:12])[CH2:5]1)=[N+]=[N-]. Product: [NH2:1][CH:4]1[CH:9]([OH:10])[CH2:8][CH2:7][CH:6]([C:11]([O:13][CH2:14][CH3:15])=[O:12])[CH2:5]1. The catalyst class is: 153. (2) Reactant: [NH2:1][C:2]1[CH:3]=[C:4]([CH:9]=[CH:10][C:11]=1[CH3:12])[C:5]([O:7][CH3:8])=[O:6].[C:13](O[C:13]([O:15][C:16]([CH3:19])([CH3:18])[CH3:17])=[O:14])([O:15][C:16]([CH3:19])([CH3:18])[CH3:17])=[O:14]. Product: [C:16]([O:15][C:13]([NH:1][C:2]1[CH:3]=[C:4]([CH:9]=[CH:10][C:11]=1[CH3:12])[C:5]([O:7][CH3:8])=[O:6])=[O:14])([CH3:19])([CH3:18])[CH3:17]. The catalyst class is: 1. (3) Reactant: [NH2:1][C:2]1[C:18]([F:19])=[CH:17][C:5]([O:6][C:7]2[CH:12]=[CH:11][N:10]=[C:9]([NH:13][C:14](=[O:16])[CH3:15])[N:8]=2)=[C:4]([F:20])[CH:3]=1.[F:21][C:22]1[CH:27]=[CH:26][C:25]([NH:28][C:29]([C:31]2([C:34](O)=[O:35])[CH2:33][CH2:32]2)=[O:30])=[CH:24][CH:23]=1.CN(C(ON1N=NC2C=CC=NC1=2)=[N+](C)C)C.F[P-](F)(F)(F)(F)F.CCN(C(C)C)C(C)C. Product: [C:14]([NH:13][C:9]1[N:8]=[C:7]([O:6][C:5]2[C:4]([F:20])=[CH:3][C:2]([NH:1][C:34]([C:31]3([C:29]([NH:28][C:25]4[CH:26]=[CH:27][C:22]([F:21])=[CH:23][CH:24]=4)=[O:30])[CH2:33][CH2:32]3)=[O:35])=[C:18]([F:19])[CH:17]=2)[CH:12]=[CH:11][N:10]=1)(=[O:16])[CH3:15]. The catalyst class is: 18. (4) Reactant: [CH:1]1([N:4]2[C:8]([C:9]([N:11]3[CH2:16][CH2:15][CH:14]([N:17]4[CH2:21][CH2:20][CH2:19][CH2:18]4)[CH2:13][CH2:12]3)=[O:10])=[C:7]([C:22]3[CH:23]=[N:24][C:25]([N:28](CC4C=CC=CC=4)CC4C=CC=CC=4)=[CH:26][CH:27]=3)[N:6]=[C:5]2[C:43]2[CH:48]=[CH:47][C:46]([O:49][C:50]([F:53])([F:52])[F:51])=[CH:45][CH:44]=2)[CH2:3][CH2:2]1. Product: [NH2:28][C:25]1[N:24]=[CH:23][C:22]([C:7]2[N:6]=[C:5]([C:43]3[CH:48]=[CH:47][C:46]([O:49][C:50]([F:53])([F:52])[F:51])=[CH:45][CH:44]=3)[N:4]([CH:1]3[CH2:2][CH2:3]3)[C:8]=2[C:9]([N:11]2[CH2:12][CH2:13][CH:14]([N:17]3[CH2:18][CH2:19][CH2:20][CH2:21]3)[CH2:15][CH2:16]2)=[O:10])=[CH:27][CH:26]=1. The catalyst class is: 570. (5) Reactant: Cl[C:2]1[N:3]=[C:4]([NH:11][C:12]2[CH:16]=[C:15]([C:17]([NH:19][C:20]3[CH:25]=[CH:24][N:23]=[CH:22][CH:21]=3)=[O:18])[NH:14][N:13]=2)[C:5]2[O:10][CH:9]=[CH:8][C:6]=2[N:7]=1.Cl.[NH:27]1[CH2:31][CH2:30][CH2:29][CH:28]1[C:32]1[CH:37]=[CH:36][CH:35]=[CH:34][N:33]=1.CCN(C(C)C)C(C)C. Product: [N:33]1[CH:34]=[CH:35][CH:36]=[CH:37][C:32]=1[CH:28]1[CH2:29][CH2:30][CH2:31][N:27]1[C:2]1[N:3]=[C:4]([NH:11][C:12]2[CH:16]=[C:15]([C:17]([NH:19][C:20]3[CH:25]=[CH:24][N:23]=[CH:22][CH:21]=3)=[O:18])[NH:14][N:13]=2)[C:5]2[O:10][CH:9]=[CH:8][C:6]=2[N:7]=1. The catalyst class is: 179. (6) Reactant: CC(C)([O-])C.[K+].Br[CH2:8][C:9]([O:11][C:12]([CH3:15])([CH3:14])[CH3:13])=[O:10].[OH:16][C:17]1[CH:24]=[CH:23][C:20]([CH:21]=[O:22])=[CH:19][CH:18]=1.O. Product: [CH:21]([C:20]1[CH:23]=[CH:24][C:17]([O:16][CH2:8][C:9]([O:11][C:12]([CH3:15])([CH3:14])[CH3:13])=[O:10])=[CH:18][CH:19]=1)=[O:22]. The catalyst class is: 12. (7) Reactant: [Br:1][C:2]1[CH:3]=[CH:4][C:5]2[N:6]([CH:17]=1)[C:7]1[N:8]=[C:9]([CH2:15]Cl)[NH:10][C:11](=[O:14])[C:12]=1[N:13]=2.[CH3:18][N:19]1[CH2:24][CH2:23][NH:22][CH2:21][CH2:20]1. Product: [Br:1][C:2]1[CH:3]=[CH:4][C:5]2[N:6]([CH:17]=1)[C:7]1[N:8]=[C:9]([CH2:15][N:22]3[CH2:23][CH2:24][N:19]([CH3:18])[CH2:20][CH2:21]3)[NH:10][C:11](=[O:14])[C:12]=1[N:13]=2. The catalyst class is: 8. (8) Reactant: [Cl:1][C:2]1[N:11]=[CH:10][C:9]2[C:4](=[C:5]([OH:13])[CH:6]=[CH:7][C:8]=2[Cl:12])[N:3]=1.IC.[C:16](=O)([O-])[O-].[K+].[K+]. Product: [Cl:1][C:2]1[N:11]=[CH:10][C:9]2[C:4](=[C:5]([O:13][CH3:16])[CH:6]=[CH:7][C:8]=2[Cl:12])[N:3]=1. The catalyst class is: 39.